Dataset: Reaction yield outcomes from USPTO patents with 853,638 reactions. Task: Predict the reaction yield, written as a fraction of the theoretical maximum amount of product (1.0 means a 100% yield; for example, 0.34 means a 34% yield). (1) The reactants are [CH3:1][C:2]1[N:7]=[C:6]([C:8]([NH:10][C:11]2[C:12]([C:22]([OH:24])=O)=[N:13][N:14]([CH:16]3[CH2:21][CH2:20][CH2:19][CH2:18][O:17]3)[CH:15]=2)=[O:9])[CH:5]=[CH:4][CH:3]=1.[F:25][C:26]([F:30])([F:29])[CH2:27][NH2:28].CCN=C=NCCCN(C)C.C1C=CC2N(O)N=NC=2C=1.C(=O)([O-])O.[Na+]. The catalyst is CN(C=O)C. The product is [CH3:1][C:2]1[N:7]=[C:6]([C:8]([NH:10][C:11]2[C:12]([C:22]([NH:28][CH2:27][C:26]([F:30])([F:29])[F:25])=[O:24])=[N:13][N:14]([CH:16]3[CH2:21][CH2:20][CH2:19][CH2:18][O:17]3)[CH:15]=2)=[O:9])[CH:5]=[CH:4][CH:3]=1. The yield is 0.940. (2) The reactants are [F:1][C:2]1[CH:31]=[CH:30][CH:29]=[CH:28][C:3]=1[CH2:4][C:5]1[C:6]2[CH2:27][NH:26][CH2:25][CH2:24][C:7]=2[N:8]=[C:9]([NH:11][C:12]2[CH:17]=[CH:16][C:15]([N:18]3[CH:22]=[CH:21][N:20]=[C:19]3[CH3:23])=[CH:14][CH:13]=2)[N:10]=1.[C:32](OC(=O)C)(=[O:34])[CH3:33]. No catalyst specified. The product is [F:1][C:2]1[CH:31]=[CH:30][CH:29]=[CH:28][C:3]=1[CH2:4][C:5]1[C:6]2[CH2:27][N:26]([C:32](=[O:34])[CH3:33])[CH2:25][CH2:24][C:7]=2[N:8]=[C:9]([NH:11][C:12]2[CH:13]=[CH:14][C:15]([N:18]3[CH:22]=[CH:21][N:20]=[C:19]3[CH3:23])=[CH:16][CH:17]=2)[N:10]=1. The yield is 0.120. (3) The reactants are [CH2:1]([NH:3][C:4]1[C:9]([CH2:10][C:11]2[CH:16]=[C:15]([O:17][CH3:18])[C:14]([O:19][CH3:20])=[CH:13][C:12]=2[CH:21]([CH3:23])[CH3:22])=[CH:8][N:7]=[C:6](S(C)(=O)=O)[N:5]=1)[CH3:2].[NH4+:28].[OH-]. The catalyst is C(COC)OC. The product is [CH2:1]([NH:3][C:4]1[C:9]([CH2:10][C:11]2[CH:16]=[C:15]([O:17][CH3:18])[C:14]([O:19][CH3:20])=[CH:13][C:12]=2[CH:21]([CH3:23])[CH3:22])=[CH:8][N:7]=[C:6]([NH2:28])[N:5]=1)[CH3:2]. The yield is 0.470. (4) The product is [Br:15][C:16]1[CH:17]=[C:18]2[C:22](=[C:23]([C:25]([O:27][CH2:28][CH3:29])=[O:26])[CH:24]=1)[NH:21][CH:20]=[CH:19]2. The yield is 0.690. The reactants are C(C1C(=O)C(Cl)=C(Cl)C(=O)C=1C#N)#N.[Br:15][C:16]1[CH:17]=[C:18]2[C:22](=[C:23]([C:25]([O:27][CH2:28][CH3:29])=[O:26])[CH:24]=1)[NH:21][CH2:20][CH2:19]2. The catalyst is C(Cl)(Cl)Cl. (5) The reactants are [C:1]1(=[O:17])[N:5]([C:6]2[CH:11]=[CH:10][C:9]([CH2:12][C:13](O)=[O:14])=[CH:8][CH:7]=2)[C:4](=[O:16])[CH:3]=[CH:2]1.C(Cl)(=O)C([Cl:21])=O. The catalyst is ClCCl. The product is [C:1]1(=[O:17])[N:5]([C:6]2[CH:11]=[CH:10][C:9]([CH2:12][C:13]([Cl:21])=[O:14])=[CH:8][CH:7]=2)[C:4](=[O:16])[CH:3]=[CH:2]1. The yield is 0.590. (6) The reactants are [N:1]1[CH:6]=[CH:5][CH:4]=[CH:3][C:2]=1[S:7][S:8][CH2:9][CH2:10][NH:11]C(=O)OC(C)(C)C.Cl. The catalyst is C(O)C.C1(C)C=CC=CC=1. The product is [N:1]1[CH:6]=[CH:5][CH:4]=[CH:3][C:2]=1[S:7][S:8][CH2:9][CH2:10][NH2:11]. The yield is 0.880. (7) The reactants are [CH2:1]([C:3]1[S:7][C:6]([C:8]([O:10]C)=[O:9])=[CH:5][C:4]=1[C:12]1[N:16]([CH3:17])[N:15]=[CH:14][C:13]=1[CH2:18][CH3:19])[CH3:2].[OH-].[Na+]. The product is [CH2:1]([C:3]1[S:7][C:6]([C:8]([OH:10])=[O:9])=[CH:5][C:4]=1[C:12]1[N:16]([CH3:17])[N:15]=[CH:14][C:13]=1[CH2:18][CH3:19])[CH3:2]. The catalyst is O1CCCC1. The yield is 1.00. (8) The reactants are [BH4-].[Na+].[C:3]1([S:9]([N:12]2[C:20]3[C:15](=[CH:16][C:17]([C:21](=O)[CH3:22])=[CH:18][CH:19]=3)[CH2:14][CH2:13]2)(=[O:11])=[O:10])[CH:8]=[CH:7][CH:6]=[CH:5][CH:4]=1.[OH-].[Na+]. The yield is 0.430. The catalyst is C(O)(C(F)(F)F)=O.O. The product is [C:3]1([S:9]([N:12]2[C:20]3[C:15](=[CH:16][C:17]([CH2:21][CH3:22])=[CH:18][CH:19]=3)[CH2:14][CH2:13]2)(=[O:11])=[O:10])[CH:4]=[CH:5][CH:6]=[CH:7][CH:8]=1. (9) The reactants are [N+:1]([C:4]1[CH:13]=[C:12]2[C:7]([CH2:8][CH2:9][CH2:10][O:11]2)=[CH:6][C:5]=1[NH2:14])([O-])=[O:2].[N:15]#[C:16][NH2:17].[CH]Cl.[OH-].[Na+]. The catalyst is O. The product is [N+:1]1([O-:2])[C:4]2[CH:13]=[C:12]3[C:7](=[CH:6][C:5]=2[N:14]=[C:16]([NH2:17])[N:15]=1)[CH2:8][CH2:9][CH2:10][O:11]3. The yield is 0.560. (10) The reactants are [Cl-].[Ca+2].[Cl-].[BH4-].[Na+].C[O:7][C:8]([C:10]1[CH:15]=[CH:14][C:13]([C:16]([O:18][CH3:19])=[O:17])=[C:12]([Cl:20])[N:11]=1)=O. The catalyst is C(O)C.C1COCC1. The product is [CH3:19][O:18][C:16](=[O:17])[C:13]1[CH:14]=[CH:15][C:10]([CH2:8][OH:7])=[N:11][C:12]=1[Cl:20]. The yield is 0.690.